From a dataset of Cav3 T-type calcium channel HTS with 100,875 compounds. Binary Classification. Given a drug SMILES string, predict its activity (active/inactive) in a high-throughput screening assay against a specified biological target. (1) The molecule is S(c1oc(nn1)C1CCCCC1)CC(=O)Nc1c(OC)cccc1. The result is 0 (inactive). (2) The drug is Clc1c(S(=O)(=O)CCC(OC)=O)cc(Cl)cc1. The result is 0 (inactive). (3) The compound is O=C(NCCc1ccccc1)c1cccnc1. The result is 0 (inactive). (4) The drug is s1c(N2CCOCC2)nc(c1)CC(=O)N\N=C\c1ccc(cc1)C(F)(F)F. The result is 0 (inactive). (5) The molecule is Clc1c(Cn2c(C=3OCC(N3)(C)C)ccc2)ccc(F)c1. The result is 0 (inactive). (6) The molecule is S(CC(=O)N1CCN(CC1)C(OCC)=O)CC(=O)Nc1scc(n1)c1ccc(OC)cc1. The result is 0 (inactive).